Dataset: NCI-60 drug combinations with 297,098 pairs across 59 cell lines. Task: Regression. Given two drug SMILES strings and cell line genomic features, predict the synergy score measuring deviation from expected non-interaction effect. (1) Drug 1: CC(CN1CC(=O)NC(=O)C1)N2CC(=O)NC(=O)C2. Drug 2: CN(CCCl)CCCl.Cl. Cell line: NCIH23. Synergy scores: CSS=28.0, Synergy_ZIP=-5.05, Synergy_Bliss=5.31, Synergy_Loewe=-4.62, Synergy_HSA=7.53. (2) Drug 1: CC12CCC(CC1=CCC3C2CCC4(C3CC=C4C5=CN=CC=C5)C)O. Drug 2: CCC1=C2CN3C(=CC4=C(C3=O)COC(=O)C4(CC)O)C2=NC5=C1C=C(C=C5)O. Cell line: SR. Synergy scores: CSS=72.5, Synergy_ZIP=1.04, Synergy_Bliss=0.0428, Synergy_Loewe=-5.54, Synergy_HSA=1.60. (3) Drug 1: CCCCC(=O)OCC(=O)C1(CC(C2=C(C1)C(=C3C(=C2O)C(=O)C4=C(C3=O)C=CC=C4OC)O)OC5CC(C(C(O5)C)O)NC(=O)C(F)(F)F)O. Drug 2: CC(C)CN1C=NC2=C1C3=CC=CC=C3N=C2N. Cell line: NCI-H226. Synergy scores: CSS=16.5, Synergy_ZIP=-7.78, Synergy_Bliss=-19.2, Synergy_Loewe=-17.7, Synergy_HSA=-17.5. (4) Drug 1: CC1=C2C(C(=O)C3(C(CC4C(C3C(C(C2(C)C)(CC1OC(=O)C(C(C5=CC=CC=C5)NC(=O)C6=CC=CC=C6)O)O)OC(=O)C7=CC=CC=C7)(CO4)OC(=O)C)O)C)OC(=O)C. Drug 2: C1=CN(C=N1)CC(O)(P(=O)(O)O)P(=O)(O)O. Cell line: NCI-H322M. Synergy scores: CSS=13.4, Synergy_ZIP=-3.88, Synergy_Bliss=-1.61, Synergy_Loewe=-11.8, Synergy_HSA=-3.15. (5) Drug 2: C1=CN(C=N1)CC(O)(P(=O)(O)O)P(=O)(O)O. Synergy scores: CSS=1.71, Synergy_ZIP=0.814, Synergy_Bliss=-1.60, Synergy_Loewe=-3.15, Synergy_HSA=-2.19. Cell line: SK-MEL-28. Drug 1: CCCCC(=O)OCC(=O)C1(CC(C2=C(C1)C(=C3C(=C2O)C(=O)C4=C(C3=O)C=CC=C4OC)O)OC5CC(C(C(O5)C)O)NC(=O)C(F)(F)F)O.